Dataset: Forward reaction prediction with 1.9M reactions from USPTO patents (1976-2016). Task: Predict the product of the given reaction. (1) Given the reactants Cl.[NH2:2][CH2:3][C:4]1[CH:5]=[C:6]2[C:10](=[CH:11][CH:12]=1)[C:9](=[O:13])[N:8]([CH:14]1[CH2:19][CH2:18][C:17](=[O:20])[NH:16][C:15]1=[O:21])[CH2:7]2.[F:22][C:23]([F:34])([F:33])[C:24]1[CH:32]=[CH:31][C:27]([C:28](Cl)=[O:29])=[CH:26][CH:25]=1.C(N(CC)CC)C.Cl, predict the reaction product. The product is: [O:21]=[C:15]1[CH:14]([N:8]2[CH2:7][C:6]3[C:10](=[CH:11][CH:12]=[C:4]([CH2:3][NH:2][C:28](=[O:29])[C:27]4[CH:31]=[CH:32][C:24]([C:23]([F:22])([F:33])[F:34])=[CH:25][CH:26]=4)[CH:5]=3)[C:9]2=[O:13])[CH2:19][CH2:18][C:17](=[O:20])[NH:16]1. (2) Given the reactants O=[CH:2][CH2:3][C@H:4]1[CH2:9][CH2:8][C@H:7]([NH:10][C:11]([C:13]2[C:22]3[C:17](=[CH:18][CH:19]=[CH:20][CH:21]=3)[N:16]=[CH:15][CH:14]=2)=[O:12])[CH2:6][CH2:5]1.[Cl:23][C:24]1[CH:25]=[C:26]([CH:34]=[CH:35][C:36]=1[Cl:37])[O:27][CH:28]1[CH2:33][CH2:32][NH:31][CH2:30][CH2:29]1, predict the reaction product. The product is: [Cl:23][C:24]1[CH:25]=[C:26]([CH:34]=[CH:35][C:36]=1[Cl:37])[O:27][CH:28]1[CH2:33][CH2:32][N:31]([CH2:2][CH2:3][C@H:4]2[CH2:9][CH2:8][C@H:7]([NH:10][C:11]([C:13]3[C:22]4[C:17](=[CH:18][CH:19]=[CH:20][CH:21]=4)[N:16]=[CH:15][CH:14]=3)=[O:12])[CH2:6][CH2:5]2)[CH2:30][CH2:29]1. (3) Given the reactants [CH2:1]([O:8][C:9](=[O:28])[NH:10][CH2:11][CH2:12][CH2:13][CH2:14][C@H:15]([NH2:27])[C:16]([C:18]1[S:19][C:20]2[CH:26]=[CH:25][CH:24]=[CH:23][C:21]=2[N:22]=1)=[O:17])[C:2]1[CH:7]=[CH:6][CH:5]=[CH:4][CH:3]=1.Cl.[C:30](Cl)(=[O:37])[C:31]1[CH:36]=[CH:35][CH:34]=[CH:33][CH:32]=1.CC(=O)OCC, predict the reaction product. The product is: [CH2:1]([O:8][C:9](=[O:28])[NH:10][CH2:11][CH2:12][CH2:13][CH2:14][C@H:15]([NH:27][C:30](=[O:37])[C:31]1[CH:36]=[CH:35][CH:34]=[CH:33][CH:32]=1)[C:16]([C:18]1[S:19][C:20]2[CH:26]=[CH:25][CH:24]=[CH:23][C:21]=2[N:22]=1)=[O:17])[C:2]1[CH:7]=[CH:6][CH:5]=[CH:4][CH:3]=1. (4) Given the reactants CS[C:3]1[S:4]/[C:5](=[CH:9]\[C:10]2[CH:11]=[C:12]3[C:17](=[CH:18][CH:19]=2)[N:16]=[CH:15][CH:14]=[CH:13]3)/[C:6](=[O:8])[N:7]=1.[N:20]1([CH2:26][CH2:27][NH2:28])[CH2:25][CH2:24][O:23][CH2:22][CH2:21]1.CCN(C(C)C)C(C)C, predict the reaction product. The product is: [N:20]1([CH2:26][CH2:27][NH:28][C:3]2[S:4]/[C:5](=[CH:9]\[C:10]3[CH:11]=[C:12]4[C:17](=[CH:18][CH:19]=3)[N:16]=[CH:15][CH:14]=[CH:13]4)/[C:6](=[O:8])[N:7]=2)[CH2:25][CH2:24][O:23][CH2:22][CH2:21]1. (5) Given the reactants [Si]([O:8][CH2:9][C:10]1[O:15][C:14](=O)[C:13]2[S:17][C:18]3[CH2:23][CH2:22][CH2:21][CH2:20][C:19]=3[C:12]=2[C:11]=1[C:24]1[C:25]([CH3:34])=[C:26]2[C:31](=[CH:32][CH:33]=1)[O:30][CH2:29][CH2:28][CH2:27]2)(C(C)(C)C)(C)C.[CH3:35][NH2:36], predict the reaction product. The product is: [OH:8][CH2:9][C:10]1[N:36]([CH3:35])[C:14](=[O:15])[C:13]2[S:17][C:18]3[CH2:23][CH2:22][CH2:21][CH2:20][C:19]=3[C:12]=2[C:11]=1[C:24]1[C:25]([CH3:34])=[C:26]2[C:31](=[CH:32][CH:33]=1)[O:30][CH2:29][CH2:28][CH2:27]2.